From a dataset of Reaction yield outcomes from USPTO patents with 853,638 reactions. Predict the reaction yield, written as a fraction of the theoretical maximum amount of product (1.0 means a 100% yield; for example, 0.34 means a 34% yield). The reactants are B(Br)(Br)Br.[F:5][C:6]1[CH:7]=[CH:8][C:9]([O:25]C)=[C:10]([N:12]2[C:24]3[CH:23]=[CH:22][CH:21]=[CH:20][C:19]=3[C:18]3[C:13]2=[CH:14][CH:15]=[CH:16][CH:17]=3)[CH:11]=1.C(=O)(O)[O-].[Na+].[OH-].[Na+]. The catalyst is ClCCl. The product is [CH:23]1[C:24]2[N:12]([C:10]3[CH:11]=[C:6]([F:5])[CH:7]=[CH:8][C:9]=3[OH:25])[C:13]3[C:18](=[CH:17][CH:16]=[CH:15][CH:14]=3)[C:19]=2[CH:20]=[CH:21][CH:22]=1. The yield is 0.780.